From a dataset of HIV replication inhibition screening data with 41,000+ compounds from the AIDS Antiviral Screen. Binary Classification. Given a drug SMILES string, predict its activity (active/inactive) in a high-throughput screening assay against a specified biological target. The drug is CC1=NC(C)(C)N(O)C1(C)C. The result is 0 (inactive).